Dataset: Full USPTO retrosynthesis dataset with 1.9M reactions from patents (1976-2016). Task: Predict the reactants needed to synthesize the given product. (1) Given the product [ClH:67].[ClH:67].[CH2:1]([O:19][C:20](=[O:66])[CH2:21][CH2:22][NH:23][CH2:24][CH2:25][CH2:26][CH2:27][NH:28][CH2:29][CH2:30][C:31]([O:33][CH2:34][CH2:35][CH2:36][CH2:37][CH2:38][CH2:39][CH2:40][CH2:41][CH:42]=[CH:43][CH2:44][CH2:45][CH2:46][CH2:47][CH2:48][CH2:49][CH2:50][CH3:51])=[O:32])[CH2:2][CH2:3][CH2:4][CH2:5][CH2:6][CH2:7][CH2:8][CH:9]=[CH:10][CH2:11][CH2:12][CH2:13][CH2:14][CH2:15][CH2:16][CH2:17][CH3:18], predict the reactants needed to synthesize it. The reactants are: [CH2:1]([O:19][C:20](=[O:66])[CH2:21][CH2:22][N:23](C(OC(C)(C)C)=O)[CH2:24][CH2:25][CH2:26][CH2:27][N:28](C(OC(C)(C)C)=O)[CH2:29][CH2:30][C:31]([O:33][CH2:34][CH2:35][CH2:36][CH2:37][CH2:38][CH2:39][CH2:40][CH:41]=[CH:42][CH2:43][CH2:44][CH2:45][CH2:46][CH2:47][CH2:48][CH2:49][CH2:50][CH3:51])=[O:32])[CH2:2][CH2:3][CH2:4][CH2:5][CH2:6][CH2:7][CH:8]=[CH:9][CH2:10][CH2:11][CH2:12][CH2:13][CH2:14][CH2:15][CH2:16][CH2:17][CH3:18].[ClH:67]. (2) Given the product [C:1]([C:3]1[CH:4]=[N:5][C:6]([NH:21][CH2:22][C:23]2[CH:28]=[CH:27][C:26]([C:39]3[CH:44]=[N:43][C:42]([NH:45][CH2:46][CH2:47][OH:48])=[CH:41][CH:40]=3)=[CH:25][CH:24]=2)=[C:7]([CH:20]=1)[C:8]([NH:10][C@H:11]([C:13]1[CH:14]=[CH:15][C:16]([F:19])=[CH:17][CH:18]=1)[CH3:12])=[O:9])#[N:2], predict the reactants needed to synthesize it. The reactants are: [C:1]([C:3]1[CH:4]=[N:5][C:6]([NH:21][CH2:22][C:23]2[CH:28]=[CH:27][C:26](B3OC(C)(C)C(C)(C)O3)=[CH:25][CH:24]=2)=[C:7]([CH:20]=1)[C:8]([NH:10][C@H:11]([C:13]1[CH:18]=[CH:17][C:16]([F:19])=[CH:15][CH:14]=1)[CH3:12])=[O:9])#[N:2].Br[C:39]1[CH:40]=[CH:41][C:42]([NH:45][CH2:46][CH2:47][OH:48])=[N:43][CH:44]=1.CN(C)C=O.ClCCl.C(=O)([O-])[O-].[Na+].[Na+].O. (3) Given the product [CH3:1][CH:2]([CH3:33])[C:3]([NH:5][C:6]1[CH:11]=[CH:10][CH:9]=[C:8]([CH:12]2[CH2:17][CH2:16][N:15]([CH2:18][CH2:19][CH2:20][CH2:21]/[C:22](/[C:24]3[CH:29]=[CH:28][C:27]([N+:30]([O-:32])=[O:31])=[CH:26][CH:25]=3)=[N:41]\[NH:40][C:34]3[CH:39]=[CH:38][CH:37]=[CH:36][CH:35]=3)[CH2:14][CH2:13]2)[CH:7]=1)=[O:4], predict the reactants needed to synthesize it. The reactants are: [CH3:1][CH:2]([CH3:33])[C:3]([NH:5][C:6]1[CH:11]=[CH:10][CH:9]=[C:8]([CH:12]2[CH2:17][CH2:16][N:15]([CH2:18][CH2:19][CH2:20][CH2:21][C:22]([C:24]3[CH:29]=[CH:28][C:27]([N+:30]([O-:32])=[O:31])=[CH:26][CH:25]=3)=O)[CH2:14][CH2:13]2)[CH:7]=1)=[O:4].[C:34]1([NH:40][NH2:41])[CH:39]=[CH:38][CH:37]=[CH:36][CH:35]=1. (4) Given the product [CH2:1]([O:3][C:4]([CH:6]1[CH:10]([C:11]2[CH:16]=[CH:15][C:14]([NH2:17])=[CH:13][CH:12]=2)[CH2:9][N:8]([C:20](=[O:27])[C:21]2[CH:22]=[CH:23][CH:24]=[CH:25][CH:26]=2)[CH2:7]1)=[O:5])[CH3:2], predict the reactants needed to synthesize it. The reactants are: [CH2:1]([O:3][C:4]([CH:6]1[CH:10]([C:11]2[CH:16]=[CH:15][C:14]([N+:17]([O-])=O)=[CH:13][CH:12]=2)[CH2:9][N:8]([C:20](=[O:27])[C:21]2[CH:26]=[CH:25][CH:24]=[CH:23][CH:22]=2)[CH2:7]1)=[O:5])[CH3:2].[Sn](Cl)(Cl)(Cl)Cl.O. (5) Given the product [Cl:1][C:2]1[CH:3]=[CH:4][C:5]([C:6]([N:8]2[CH2:9][C:10]3[CH:15]=[CH:14][C:13]([CH2:16][CH2:17][P:18](=[O:19])([O:23][CH2:24][CH3:25])[O:20][CH2:21][CH3:22])=[CH:12][C:11]=3[N:26]([CH2:46][C:45]3[CH:44]=[CH:43][C:42]([C:40]([N:35]4[CH2:39][CH:38]=[CH:37][CH2:36]4)=[O:41])=[CH:49][CH:48]=3)[C:28](=[O:29])[CH2:27]2)=[O:7])=[CH:33][CH:34]=1, predict the reactants needed to synthesize it. The reactants are: [Cl:1][C:2]1[CH:34]=[CH:33][C:5]([C:6]([N:8]([CH2:27][C:28](OCC)=[O:29])[CH2:9][C:10]2[CH:15]=[CH:14][C:13]([CH2:16][CH2:17][P:18]([O:23][CH2:24][CH3:25])([O:20][CH2:21][CH3:22])=[O:19])=[CH:12][C:11]=2[NH2:26])=[O:7])=[CH:4][CH:3]=1.[N:35]1([C:40]([C:42]2[CH:49]=[CH:48][C:45]([CH:46]=O)=[CH:44][CH:43]=2)=[O:41])[CH2:39][CH:38]=[CH:37][CH2:36]1.C(O)(=O)C.C(O[BH-](OC(=O)C)OC(=O)C)(=O)C.[Na+].C(N(CC)CC)C. (6) Given the product [OH:35][CH2:34][CH2:33][N:31]1[CH:32]=[C:28]([C:2]2[C:3]([O:16][CH2:17][CH2:18][CH3:19])=[C:4]3[C:9](=[CH:10][CH:11]=2)[N:8]([C:12](=[O:14])[CH3:13])[C@@H:7]([CH3:15])[CH2:6][CH2:5]3)[CH:29]=[N:30]1, predict the reactants needed to synthesize it. The reactants are: Br[C:2]1[C:3]([O:16][CH2:17][CH2:18][CH3:19])=[C:4]2[C:9](=[CH:10][CH:11]=1)[N:8]([C:12](=[O:14])[CH3:13])[C@@H:7]([CH3:15])[CH2:6][CH2:5]2.CC1(C)C(C)(C)OB([C:28]2[CH:29]=[N:30][N:31]([CH2:33][CH2:34][OH:35])[CH:32]=2)O1.C(=O)([O-])[O-].[Cs+].[Cs+]. (7) Given the product [CH2:16]([N:15]1[C:5]2[C:4]3[CH:3]=[C:2]([C:26]4[CH:25]=[N:24][CH:29]=[CH:28][CH:27]=4)[CH:11]=[CH:10][C:9]=3[N:8]=[C:7]([NH2:12])[C:6]=2[N:13]=[C:14]1[CH2:20][O:21][CH2:22][CH3:23])[CH2:17][CH2:18][CH3:19], predict the reactants needed to synthesize it. The reactants are: Br[C:2]1[CH:11]=[CH:10][C:9]2[N:8]=[C:7]([NH2:12])[C:6]3[N:13]=[C:14]([CH2:20][O:21][CH2:22][CH3:23])[N:15]([CH2:16][CH2:17][CH2:18][CH3:19])[C:5]=3[C:4]=2[CH:3]=1.[N:24]1[CH:29]=[CH:28][CH:27]=[C:26](B(O)O)[CH:25]=1.